This data is from Peptide-MHC class II binding affinity with 134,281 pairs from IEDB. The task is: Regression. Given a peptide amino acid sequence and an MHC pseudo amino acid sequence, predict their binding affinity value. This is MHC class II binding data. (1) The peptide sequence is YDKFLASVSTVLTGK. The MHC is DRB1_1602 with pseudo-sequence DRB1_1602. The binding affinity (normalized) is 0.990. (2) The peptide sequence is GPTHLFQPQLVLDMAK. The MHC is H-2-IAb with pseudo-sequence H-2-IAb. The binding affinity (normalized) is 0.250. (3) The peptide sequence is DKFKTFEAAFTSSSK. The MHC is DRB1_0101 with pseudo-sequence DRB1_0101. The binding affinity (normalized) is 0.810. (4) The peptide sequence is ILSHVKFNFGDFYSE. The MHC is DRB3_0101 with pseudo-sequence DRB3_0101. The binding affinity (normalized) is 0.377.